From a dataset of Reaction yield outcomes from USPTO patents with 853,638 reactions. Predict the reaction yield, written as a fraction of the theoretical maximum amount of product (1.0 means a 100% yield; for example, 0.34 means a 34% yield). (1) The reactants are C[O:2][C:3](=O)[C:4]1[CH:9]=[CH:8][N:7]=[C:6]([O:10][CH3:11])[CH:5]=1.O.[NH2:14][NH2:15]. The catalyst is C(O)C. The product is [CH3:11][O:10][C:6]1[CH:5]=[C:4]([CH:9]=[CH:8][N:7]=1)[C:3]([NH:14][NH2:15])=[O:2]. The yield is 0.703. (2) The reactants are N[CH2:2][C:3]([C:6]1[NH:7][C:8]2[C:13]([CH:14]=1)=[CH:12][C:11]([NH:15][C:16]([C:18]1([C:21]3[CH:29]=[CH:28][C:24]4[O:25][CH2:26][O:27][C:23]=4[CH:22]=3)[CH2:20][CH2:19]1)=[O:17])=[CH:10][CH:9]=2)(C)[CH3:4].C(=O)([O-])[O-].[K+].[K+].IC.O.[CH3:39][N:40]([CH:42]=O)[CH3:41]. No catalyst specified. The product is [O:25]1[C:24]2[CH:28]=[CH:29][C:21]([C:18]3([C:16]([NH:15][C:11]4[CH:12]=[C:13]5[C:8](=[CH:9][CH:10]=4)[NH:7][C:6]([C:3]([CH3:4])([CH3:2])[CH2:42][N:40]([CH3:39])[CH3:41])=[CH:14]5)=[O:17])[CH2:20][CH2:19]3)=[CH:22][C:23]=2[O:27][CH2:26]1. The yield is 0.330. (3) The reactants are Cl[C:2]1[C:3]([CH3:21])=[CH:4][N:5]2[C:10]([C:11]=1[CH3:12])=[C:9]([CH:13]1[CH2:15][CH2:14]1)[CH:8]=[C:7]([C:16]([O:18][CH3:19])=[O:17])[C:6]2=[O:20].[NH2:22][C:23]1[CH:28]=[CH:27][C:26](B2OC(C)(C)C(C)(C)O2)=[CH:25][N:24]=1. No catalyst specified. The product is [NH2:22][C:23]1[N:24]=[CH:25][C:26]([C:2]2[C:3]([CH3:21])=[CH:4][N:5]3[C:10]([C:11]=2[CH3:12])=[C:9]([CH:13]2[CH2:15][CH2:14]2)[CH:8]=[C:7]([C:16]([O:18][CH3:19])=[O:17])[C:6]3=[O:20])=[CH:27][CH:28]=1. The yield is 0.690. (4) The reactants are [C:1]([N:4]1[C:13]2[C:12]3=[N:14][C:15]([CH3:18])=[C:16]([CH3:17])[N:11]3[CH:10]=[CH:9][C:8]=2[C@@H:7](O)[CH2:6][C@H:5]1[C:20]1[CH:25]=[CH:24][CH:23]=[CH:22][CH:21]=1)(=[O:3])[CH3:2].CS(Cl)(=O)=O. The catalyst is ClCCl.C(N(CC)CC)C. The product is [C:1]([N:4]1[C:13]2[C:12]3=[N:14][C:15]([CH3:18])=[C:16]([CH3:17])[N:11]3[CH:10]=[CH:9][C:8]=2[CH:7]=[CH:6][CH:5]1[C:20]1[CH:25]=[CH:24][CH:23]=[CH:22][CH:21]=1)(=[O:3])[CH3:2]. The yield is 0.850. (5) The reactants are [C:1]1([CH2:11][C:12]([OH:14])=O)[C:10]2[C:5](=[CH:6][CH:7]=[CH:8][CH:9]=2)[CH:4]=[CH:3][CH:2]=1.C(Cl)(=O)C([Cl:18])=O.N#N. The catalyst is C(Cl)Cl.CN(C=O)C. The product is [C:1]1([CH2:11][C:12]([Cl:18])=[O:14])[C:10]2[C:5](=[CH:6][CH:7]=[CH:8][CH:9]=2)[CH:4]=[CH:3][CH:2]=1. The yield is 0.990. (6) The reactants are [Cl:1][C:2]1[CH:7]=[CH:6][CH:5]=[CH:4][C:3]=1[C:8]1[C:13]([Cl:14])=[CH:12][C:11]([O:15][CH3:16])=[C:10]([C:17]([N:19]2[CH2:24][CH2:23][N:22]([C:25](OC(C)(C)C)=[O:26])[CH2:21][CH2:20]2)=[O:18])[CH:9]=1.Cl.CO.[CH3:35][N:36]([CH3:43])[CH2:37][CH:38]=[CH:39]C(O)=O.F[P-](F)(F)(F)(F)F.N1(O[P+](N(C)C)(N(C)C)N(C)C)C2C=CC=CC=2N=N1.CCN(C(C)C)C(C)C. The catalyst is C(OCC)(=O)C.CN(C=O)C. The yield is 0.800. The product is [Cl:1][C:2]1[CH:7]=[CH:6][CH:5]=[CH:4][C:3]=1[C:8]1[C:13]([Cl:14])=[CH:12][C:11]([O:15][CH3:16])=[C:10]([C:17]([N:19]2[CH2:20][CH2:21][N:22]([C:25](=[O:26])/[CH:39]=[CH:38]/[CH2:37][N:36]([CH3:43])[CH3:35])[CH2:23][CH2:24]2)=[O:18])[CH:9]=1.